Regression. Given a peptide amino acid sequence and an MHC pseudo amino acid sequence, predict their binding affinity value. This is MHC class II binding data. From a dataset of Peptide-MHC class II binding affinity with 134,281 pairs from IEDB. The peptide sequence is LENGKLILQRNIGLEIKDVQI. The MHC is DRB1_0701 with pseudo-sequence DRB1_0701. The binding affinity (normalized) is 1.00.